This data is from Forward reaction prediction with 1.9M reactions from USPTO patents (1976-2016). The task is: Predict the product of the given reaction. (1) Given the reactants [I:1][C:2]1[NH:3][C:4]([I:8])=[C:5]([I:7])[N:6]=1.Br[CH2:10][CH2:11][NH:12][C:13]([O:15][C:16]([CH3:19])([CH3:18])[CH3:17])=[O:14], predict the reaction product. The product is: [C:16]([O:15][C:13](=[O:14])[NH:12][CH2:11][CH2:10][N:3]1[C:4]([I:8])=[C:5]([I:7])[N:6]=[C:2]1[I:1])([CH3:19])([CH3:18])[CH3:17]. (2) Given the reactants C[O:2][C:3](=O)[C:4]1[CH:9]=[CH:8][C:7]([N:10]2[CH:14]=[C:13]([C:15]3[C:16]([C:24]4[CH:29]=[CH:28][CH:27]=[CH:26][CH:25]=4)=[N:17][O:18][C:19]=3[C:20]([F:23])([F:22])[F:21])[N:12]=[CH:11]2)=[CH:6][CH:5]=1.[F:31][C:32]([F:36])([F:35])[CH2:33][NH2:34], predict the reaction product. The product is: [C:24]1([C:16]2[C:15]([C:13]3[N:12]=[CH:11][N:10]([C:7]4[CH:8]=[CH:9][C:4]([C:3]([NH:34][CH2:33][C:32]([F:36])([F:35])[F:31])=[O:2])=[CH:5][CH:6]=4)[CH:14]=3)=[C:19]([C:20]([F:21])([F:23])[F:22])[O:18][N:17]=2)[CH:29]=[CH:28][CH:27]=[CH:26][CH:25]=1. (3) The product is: [CH:22]1[C:31]2[C:26](=[CH:27][CH:28]=[CH:29][CH:30]=2)[CH:25]=[CH:24][C:23]=1[CH2:32][NH:2][CH2:3][CH2:4][CH2:5][CH2:6][CH2:7][CH2:8][NH:9][S:10]([C:13]1[CH:18]=[CH:17][CH:16]=[CH:15][C:14]=1[N+:19]([O-:21])=[O:20])(=[O:11])=[O:12]. Given the reactants Cl.[NH2:2][CH2:3][CH2:4][CH2:5][CH2:6][CH2:7][CH2:8][NH:9][S:10]([C:13]1[CH:18]=[CH:17][CH:16]=[CH:15][C:14]=1[N+:19]([O-:21])=[O:20])(=[O:12])=[O:11].[CH:22]1[C:31]2[C:26](=[CH:27][CH:28]=[CH:29][CH:30]=2)[CH:25]=[CH:24][C:23]=1[CH:32]=O, predict the reaction product.